Task: Predict the reactants needed to synthesize the given product.. Dataset: Full USPTO retrosynthesis dataset with 1.9M reactions from patents (1976-2016) (1) Given the product [N:31]1[CH:36]=[CH:35][CH:34]=[C:33]([S:37]([N:11]2[C:19]3[C:14](=[N:15][CH:16]=[CH:17][CH:18]=3)[C:13]([N:20]3[CH2:25][CH2:24][N:23]4[CH2:26][CH2:27][CH2:28][CH2:29][CH:22]4[CH2:21]3)=[CH:12]2)(=[O:39])=[O:38])[CH:32]=1, predict the reactants needed to synthesize it. The reactants are: C[Si]([N-][Si](C)(C)C)(C)C.[Na+].[NH:11]1[C:19]2[C:14](=[N:15][CH:16]=[CH:17][CH:18]=2)[C:13]([N:20]2[CH2:25][CH2:24][N:23]3[CH2:26][CH2:27][CH2:28][CH2:29][CH:22]3[CH2:21]2)=[CH:12]1.Cl.[N:31]1[CH:36]=[CH:35][CH:34]=[C:33]([S:37](Cl)(=[O:39])=[O:38])[CH:32]=1.CN(CC)C. (2) Given the product [Cl:25][C:21]1[C:20]([F:26])=[C:19]([CH2:18][N:1]2[CH:5]=[CH:4][C:3]([N:6]3[C:14](=[O:15])[C:13]4[C:8](=[CH:9][CH:10]=[CH:11][CH:12]=4)[C:7]3=[O:16])=[N:2]2)[CH:24]=[CH:23][CH:22]=1, predict the reactants needed to synthesize it. The reactants are: [NH:1]1[CH:5]=[CH:4][C:3]([N:6]2[C:14](=[O:15])[C:13]3[C:8](=[CH:9][CH:10]=[CH:11][CH:12]=3)[C:7]2=[O:16])=[N:2]1.Br[CH2:18][C:19]1[CH:24]=[CH:23][CH:22]=[C:21]([Cl:25])[C:20]=1[F:26].C(=O)([O-])[O-].[K+].[K+]. (3) Given the product [C:19]1([CH:7]([C:31]2[CH:36]=[CH:35][CH:34]=[CH:33][CH:32]=2)[CH2:8][CH2:9][O:10][C:11](=[O:12])[C:13]2[C:18]([C:19]3[CH:24]=[CH:23][CH:22]=[C:21]([Cl:25])[CH:20]=3)=[C:17]([C:44]([N:42]3[CH2:43][CH2:11][O:10][CH2:9][CH2:41]3)=[O:45])[C:16]([CH3:29])=[N:15][C:14]=2[CH3:30])[CH:24]=[CH:23][CH:22]=[CH:21][CH:20]=1, predict the reactants needed to synthesize it. The reactants are: C1([CH:7]([C:31]2[CH:36]=[CH:35][CH:34]=[CH:33][CH:32]=2)[CH2:8][CH2:9][O:10][C:11]([C:13]2[C:14]([CH3:30])=[N:15][C:16]([CH3:29])=[C:17](C(O)=O)[C:18]=2[C:19]2[CH:24]=[CH:23][CH:22]=[C:21]([Cl:25])[CH:20]=2)=[O:12])C=CC=CC=1.S(Cl)(Cl)=O.[CH3:41][N:42]([CH:44]=[O:45])[CH3:43]. (4) Given the product [OH:1][C:2]1[CH:11]=[CH:10][C:5]2[C:6](=[O:9])/[C:7](=[CH:22]/[C:21]3[C:20]4[C:15](=[CH:16][CH:17]=[CH:18][CH:19]=4)[NH:14][C:13]=3[CH3:12])/[O:8][C:4]=2[CH:3]=1, predict the reactants needed to synthesize it. The reactants are: [OH:1][C:2]1[CH:11]=[CH:10][C:5]2[C:6](=[O:9])[CH2:7][O:8][C:4]=2[CH:3]=1.[CH3:12][C:13]1[NH:14][C:15]2[C:20]([C:21]=1[CH:22]=O)=[CH:19][CH:18]=[CH:17][CH:16]=2.Cl. (5) Given the product [C:29]([OH:36])(=[O:35])/[CH:30]=[CH:31]\[C:32]([OH:34])=[O:33].[F:1][C:2]1[CH:7]=[CH:6][CH:5]=[CH:4][C:3]=1[C:8]1[CH:17]=[C:16]([C:18]2[N:27]=[CH:26][CH:25]=[C:24]3[C:19]=2[CH:20]=[CH:21][N:22]=[C:23]3[NH2:28])[C:15]2[C:10](=[N:11][CH:12]=[CH:13][CH:14]=2)[N:9]=1, predict the reactants needed to synthesize it. The reactants are: [F:1][C:2]1[CH:7]=[CH:6][CH:5]=[CH:4][C:3]=1[C:8]1[CH:17]=[C:16]([C:18]2[N:27]=[CH:26][CH:25]=[C:24]3[C:19]=2[CH:20]=[CH:21][N:22]=[C:23]3[NH2:28])[C:15]2[C:10](=[N:11][CH:12]=[CH:13][CH:14]=2)[N:9]=1.[C:29]([OH:36])(=[O:35])/[CH:30]=[CH:31]\[C:32]([OH:34])=[O:33]. (6) The reactants are: [Si]([O:8][CH2:9][C@@H:10]1[C@@H:14]([O:15][Si:16]([CH:23]([CH3:25])[CH3:24])([CH:20]([CH3:22])[CH3:21])[CH:17]([CH3:19])[CH3:18])[CH2:13][C@H:12]([NH:26][C:27]2[C:32]([C:33]([C:35]3[S:36][CH:37]=[C:38]([CH2:40][C:41]4[CH2:46][CH2:45][CH2:44][CH2:43][CH:42]=4)[CH:39]=3)=[O:34])=[CH:31][N:30]=[CH:29][N:28]=2)[CH2:11]1)(C(C)(C)C)(C)C.Cl. Given the product [C:41]1([CH2:40][C:38]2[CH:39]=[C:35]([C:33]([C:32]3[C:27]([NH:26][C@H:12]4[CH2:13][C@H:14]([O:15][Si:16]([CH:23]([CH3:25])[CH3:24])([CH:20]([CH3:21])[CH3:22])[CH:17]([CH3:18])[CH3:19])[C@@H:10]([CH2:9][OH:8])[CH2:11]4)=[N:28][CH:29]=[N:30][CH:31]=3)=[O:34])[S:36][CH:37]=2)[CH2:46][CH2:45][CH2:44][CH2:43][CH:42]=1, predict the reactants needed to synthesize it.